Predict the reactants needed to synthesize the given product. From a dataset of Full USPTO retrosynthesis dataset with 1.9M reactions from patents (1976-2016). (1) Given the product [NH2:36][C:37]1([C:41]2[CH:42]=[CH:43][C:44]([C:47]3[C:56](=[O:57])[C:55]4[C:50](=[C:51]([C:58]5[N:59]=[N:60][NH:61][CH:62]=5)[CH:52]=[CH:53][CH:54]=4)[O:49][C:48]=3[C:63]3[CH:68]=[CH:67][CH:66]=[CH:65][CH:64]=3)=[CH:45][CH:46]=2)[CH2:40][CH2:39][CH2:38]1, predict the reactants needed to synthesize it. The reactants are: NC1(C2C=CC(C3C(=O)C4C(=CC=C(F)C=4)OC=3C3C=CC=CC=3)=CC=2)CCC1.C(OC(=O)[NH:36][C:37]1([C:41]2[CH:46]=[CH:45][C:44]([C:47]3[C:56](=[O:57])[C:55]4[C:50](=[C:51]([C:58]5[N:59]=[N:60][NH:61][CH:62]=5)[CH:52]=[CH:53][CH:54]=4)[O:49][C:48]=3[C:63]3[CH:68]=[CH:67][CH:66]=[CH:65][CH:64]=3)=[CH:43][CH:42]=2)[CH2:40][CH2:39][CH2:38]1)(C)(C)C.C(O)(C(F)(F)F)=O.N. (2) Given the product [Cl:24][C:20]1[CH:19]=[C:18]2[C:23](=[CH:22][CH:21]=1)[N:15]([C:14]1[N:13]([CH3:25])[N:12]=[C:11]([CH3:26])[C:10]=1[CH2:9][CH2:8][CH:2]1[S:29][C:28](=[O:33])[NH:27][C:3]1=[O:4])[CH:16]=[CH:17]2, predict the reactants needed to synthesize it. The reactants are: Cl[CH:2]([CH2:8][CH2:9][C:10]1[C:11]([CH3:26])=[N:12][N:13]([CH3:25])[C:14]=1[N:15]1[C:23]2[C:18](=[CH:19][C:20]([Cl:24])=[CH:21][CH:22]=2)[CH:17]=[CH:16]1)[C:3](OCC)=[O:4].[NH2:27][C:28](N)=[S:29].C([O-])(=[O:33])C.[Na+].Cl. (3) Given the product [C:10]([Si:7]([CH3:9])([CH3:8])[O:6][C:5]1[CH:14]=[CH:15][C:2]([C:23]2([OH:26])[CH2:24][CH2:25][C:20]3([O:19][CH2:18][CH2:17][O:16]3)[CH2:21][CH2:22]2)=[CH:3][CH:4]=1)([CH3:13])([CH3:12])[CH3:11], predict the reactants needed to synthesize it. The reactants are: Br[C:2]1[CH:15]=[CH:14][C:5]([O:6][Si:7]([C:10]([CH3:13])([CH3:12])[CH3:11])([CH3:9])[CH3:8])=[CH:4][CH:3]=1.[O:16]1[C:20]2([CH2:25][CH2:24][C:23](=[O:26])[CH2:22][CH2:21]2)[O:19][CH2:18][CH2:17]1.